This data is from Forward reaction prediction with 1.9M reactions from USPTO patents (1976-2016). The task is: Predict the product of the given reaction. (1) Given the reactants Cl.[NH:2]1[CH2:5][CH:4]([C:6]2[O:10][N:9]=[C:8]([C:11]3[CH:12]=[CH:13][C:14]([CH3:29])=[C:15]([NH:17][C:18]([C:20]4[N:24]5[CH:25]=[CH:26][CH:27]=[CH:28][C:23]5=[N:22][CH:21]=4)=[O:19])[CH:16]=3)[N:7]=2)[CH2:3]1.C(=O)([O-])[O-].[K+].[K+].[N:36]#[C:37]Br, predict the reaction product. The product is: [C:37]([N:2]1[CH2:3][CH:4]([C:6]2[O:10][N:9]=[C:8]([C:11]3[CH:12]=[CH:13][C:14]([CH3:29])=[C:15]([NH:17][C:18]([C:20]4[N:24]5[CH:25]=[CH:26][CH:27]=[CH:28][C:23]5=[N:22][CH:21]=4)=[O:19])[CH:16]=3)[N:7]=2)[CH2:5]1)#[N:36]. (2) Given the reactants [F:1][C:2]1[C:7]([F:8])=[CH:6][C:5]([C:9]2[CH:14]=[CH:13][C:12]([O:15][CH2:16][C:17]3[CH:18]=[C:19]([CH:23]=[CH:24][CH:25]=3)[C:20](Cl)=[O:21])=[CH:11][CH:10]=2)=[C:4]([O:26][CH3:27])[CH:3]=1.C([N:30](CC)CC)C.COC(=O)[C@H:38]([C:40]([CH3:43])(C)[CH3:41])N.[CH3:45][CH2:46][O:47][C:48]([CH3:50])=[O:49], predict the reaction product. The product is: [CH2:46]([O:47][C:48](=[O:49])[CH2:50][N:30]([C:20](=[O:21])[C:19]1[CH:23]=[CH:24][CH:25]=[C:17]([CH2:16][O:15][C:12]2[CH:13]=[CH:14][C:9]([C:5]3[CH:6]=[C:7]([F:8])[C:2]([F:1])=[CH:3][C:4]=3[O:26][CH3:27])=[CH:10][CH:11]=2)[CH:18]=1)[C:40]([CH3:43])([CH3:41])[CH3:38])[CH3:45]. (3) Given the reactants C1C=C[NH+]=CC=1.[O-][Cr](Cl)(=O)=O.[F:12][C:13]1[CH:14]=[C:15]([CH2:24][CH2:25][CH2:26][OH:27])[CH:16]=[CH:17][C:18]=1[O:19][C:20]([F:23])([F:22])[F:21], predict the reaction product. The product is: [F:12][C:13]1[CH:14]=[C:15]([CH2:24][CH2:25][CH:26]=[O:27])[CH:16]=[CH:17][C:18]=1[O:19][C:20]([F:22])([F:23])[F:21].